This data is from Full USPTO retrosynthesis dataset with 1.9M reactions from patents (1976-2016). The task is: Predict the reactants needed to synthesize the given product. (1) The reactants are: CS(O[CH:6]1[CH2:11][CH2:10][N:9]([C:12]([O:14][C:15]([CH3:18])([CH3:17])[CH3:16])=[O:13])[CH2:8][CH2:7]1)(=O)=O.[F:19][C:20]([F:30])([F:29])[O:21][C:22]1[CH:27]=[CH:26][C:25]([SH:28])=[CH:24][CH:23]=1. Given the product [F:30][C:20]([F:19])([F:29])[O:21][C:22]1[CH:23]=[CH:24][C:25]([S:28][CH:6]2[CH2:7][CH2:8][N:9]([C:12]([O:14][C:15]([CH3:16])([CH3:17])[CH3:18])=[O:13])[CH2:10][CH2:11]2)=[CH:26][CH:27]=1, predict the reactants needed to synthesize it. (2) Given the product [N:22]([CH2:2][C:3]1[C:7]2[CH:8]=[CH:9][C:10]([O:12][C:13]3[S:14][C:15]4[C:16]([N:21]=3)=[N:17][CH:18]=[CH:19][CH:20]=4)=[CH:11][C:6]=2[O:5][CH:4]=1)=[N+:23]=[N-:24], predict the reactants needed to synthesize it. The reactants are: Cl[CH2:2][C:3]1[C:7]2[CH:8]=[CH:9][C:10]([O:12][C:13]3[S:14][C:15]4[C:16]([N:21]=3)=[N:17][CH:18]=[CH:19][CH:20]=4)=[CH:11][C:6]=2[O:5][CH:4]=1.[N-:22]=[N+:23]=[N-:24].[Na+]. (3) Given the product [CH3:19][C:16]([O:20][C:21]1[CH:32]=[CH:31][C:24]([CH2:25][C@H:26]([C:28]([OH:30])=[O:29])[NH:27][C:9]([O:11][C:12]([CH3:13])([CH3:14])[CH3:15])=[O:10])=[CH:23][CH:22]=1)([CH3:17])[CH3:18], predict the reactants needed to synthesize it. The reactants are: [C:9](O[C:9]([O:11][C:12]([CH3:15])([CH3:14])[CH3:13])=[O:10])([O:11][C:12]([CH3:15])([CH3:14])[CH3:13])=[O:10].[C:16]([O:20][C:21]1[CH:32]=[CH:31][C:24]([CH2:25][C@H:26]([C:28]([OH:30])=[O:29])[NH2:27])=[CH:23][CH:22]=1)([CH3:19])([CH3:18])[CH3:17]. (4) Given the product [CH2:59]([O:61][C:62](=[O:101])[C:63]([CH2:64][CH3:34])([C:68]1[CH:69]=[C:70]([C:91]2[CH:96]=[CH:95][C:94]([C:97]([F:99])([F:100])[F:98])=[CH:93][CH:92]=2)[CH:71]=[C:72]([CH:74]2[CH2:75][CH2:76][N:77]([CH2:80][C:81]3[CH:82]=[CH:83][C:84]([C:87]([F:90])([F:88])[F:89])=[CH:85][CH:86]=3)[CH2:78][CH2:79]2)[CH:73]=1)[CH2:4][CH2:5][CH3:6])[CH3:60], predict the reactants needed to synthesize it. The reactants are: C(O[C:4](=O)[CH:5](C1C=C(C2C=CC(C(F)(F)F)=CC=2)C=C(C2CCNCC2)C=1)[CH2:6]C(C)C)C.F[C:34](F)(F)C1C=CC(C=O)=CC=1.C(O[BH-](OC(=O)C)OC(=O)C)(=O)C.[Na+].[CH2:59]([O:61][C:62](=[O:101])[CH:63]([C:68]1[CH:69]=[C:70]([C:91]2[CH:96]=[CH:95][C:94]([C:97]([F:100])([F:99])[F:98])=[CH:93][CH:92]=2)[CH:71]=[C:72]([CH:74]2[CH2:79][CH2:78][N:77]([CH2:80][C:81]3[CH:86]=[CH:85][C:84]([C:87]([F:90])([F:89])[F:88])=[CH:83][CH:82]=3)[CH2:76][CH2:75]2)[CH:73]=1)[CH2:64]C(C)C)[CH3:60].